Dataset: Forward reaction prediction with 1.9M reactions from USPTO patents (1976-2016). Task: Predict the product of the given reaction. Given the reactants [Cl:1][C:2]1[N:3]=[C:4]([N:19]2[CH2:24][CH2:23][O:22][CH2:21][CH2:20]2)[C:5]2[S:10][C:9]([C:11]3[CH:12]=[C:13]([CH2:17][NH2:18])[CH:14]=[CH:15][CH:16]=3)=[CH:8][C:6]=2[N:7]=1.CN(C([O:32]N1N=NC2C=CC=NC1=2)=[N+](C)C)C.F[P-](F)(F)(F)(F)F.CCN([CH:55]([CH3:57])C)C(C)C.CN([CH:61]=[O:62])C, predict the reaction product. The product is: [Cl:1][C:2]1[N:3]=[C:4]([N:19]2[CH2:24][CH2:23][O:22][CH2:21][CH2:20]2)[C:5]2[S:10][C:9]([C:11]3[CH:12]=[C:13]([CH2:17][NH:18][C:61](=[O:62])[C@@H:55]([OH:32])[CH3:57])[CH:14]=[CH:15][CH:16]=3)=[CH:8][C:6]=2[N:7]=1.